Dataset: Catalyst prediction with 721,799 reactions and 888 catalyst types from USPTO. Task: Predict which catalyst facilitates the given reaction. (1) Reactant: C(NCC)C.[C:6]([O:10][C:11](=[O:39])[NH:12][CH:13]1[CH2:18][O:17][CH:16]([CH2:19][CH2:20][NH:21]C(OCC2C3C=CC=CC=3C3C2=CC=CC=3)=O)[O:15][CH2:14]1)([CH3:9])([CH3:8])[CH3:7]. Product: [NH2:21][CH2:20][CH2:19][CH:16]1[O:17][CH2:18][CH:13]([NH:12][C:11](=[O:39])[O:10][C:6]([CH3:8])([CH3:7])[CH3:9])[CH2:14][O:15]1. The catalyst class is: 10. (2) Product: [Cl:1][C:2]1[N:3]([CH2:10][CH2:11][C@@H:12]([OH:13])[CH2:16][OH:15])[CH:4]=[C:5]([N+:7]([O-:9])=[O:8])[N:6]=1. The catalyst class is: 7. Reactant: [Cl:1][C:2]1[N:3]([CH2:10][CH2:11][C@@H:12]2[CH2:16][O:15]C(C)(C)[O:13]2)[CH:4]=[C:5]([N+:7]([O-:9])=[O:8])[N:6]=1.C(O)C.Cl. (3) Reactant: COC1C=CC(C[N:8]2[CH2:13][CH2:12][N:11]([CH2:14][C:15]3[CH:16]=[CH:17][C:18]([NH:21][C:22]([C:24]4[CH:25]=[CH:26][C:27]([C:34]5[C:39]([Cl:40])=[C:38]([O:41][CH3:42])[CH:37]=[C:36]([O:43][CH3:44])[C:35]=5[Cl:45])=[C:28]5[C:33]=4[N:32]=[CH:31][CH:30]=[CH:29]5)=[O:23])=[N:19][CH:20]=3)[CH2:10][CH2:9]2)=CC=1. Product: [N:11]1([CH2:14][C:15]2[CH:16]=[CH:17][C:18]([NH:21][C:22]([C:24]3[CH:25]=[CH:26][C:27]([C:34]4[C:35]([Cl:45])=[C:36]([O:43][CH3:44])[CH:37]=[C:38]([O:41][CH3:42])[C:39]=4[Cl:40])=[C:28]4[C:33]=3[N:32]=[CH:31][CH:30]=[CH:29]4)=[O:23])=[N:19][CH:20]=2)[CH2:12][CH2:13][NH:8][CH2:9][CH2:10]1. The catalyst class is: 61. (4) Reactant: C(OC([N:8]1[CH:12]([CH:13]=[CH:14][C:15]2[CH:16]=[C:17]([CH3:21])[CH:18]=[CH:19][CH:20]=2)[CH2:11][CH2:10][CH:9]1[C:22]([N:24]1[CH2:28][CH2:27][CH2:26][C@H:25]1[C:29]#[N:30])=[O:23])=O)(C)(C)C. Product: [CH3:21][C:17]1[CH:16]=[C:15]([CH2:14][CH2:13][CH:12]2[NH:8][C@H:9]([C:22]([N:24]3[CH2:28][CH2:27][CH2:26][C@H:25]3[C:29]#[N:30])=[O:23])[CH2:10][CH2:11]2)[CH:20]=[CH:19][CH:18]=1. The catalyst class is: 29. (5) Reactant: O.[OH-].[Li+].C[O:5][C:6]([C:8]1[C:16]2[C:11](=[CH:12][CH:13]=[CH:14][CH:15]=2)[N:10]([C:17]2[C:26]3[C:21](=[CH:22][CH:23]=[CH:24][CH:25]=3)[CH:20]=[CH:19][N:18]=2)[CH:9]=1)=[O:7]. Product: [C:6]([C:8]1[C:16]2[C:11](=[CH:12][CH:13]=[CH:14][CH:15]=2)[N:10]([C:17]2[C:26]3[C:21](=[CH:22][CH:23]=[CH:24][CH:25]=3)[CH:20]=[CH:19][N:18]=2)[CH:9]=1)([OH:7])=[O:5]. The catalyst class is: 30. (6) Reactant: [CH3:1][C:2]([N:6]1[C:14]2[C:9](=[CH:10][CH:11]=[CH:12][CH:13]=2)[CH:8]=[C:7]1[CH3:15])([CH3:5])[CH2:3][OH:4].[H-].[Na+].I[CH3:19]. Product: [CH3:19][O:4][CH2:3][C:2]([N:6]1[C:14]2[C:9](=[CH:10][CH:11]=[CH:12][CH:13]=2)[CH:8]=[C:7]1[CH3:15])([CH3:1])[CH3:5]. The catalyst class is: 9. (7) Reactant: [Br:1][C:2]1[C:10]2[C:5](=[N:6][C:7](SC)=[N:8][CH:9]=2)[NH:4][N:3]=1.ClC1C=C(C=CC=1)C(OO)=O.[CH2:24]([NH2:27])[CH2:25][CH3:26]. Product: [Br:1][C:2]1[C:10]2[C:5](=[N:6][C:7]([NH:27][CH2:24][CH2:25][CH3:26])=[N:8][CH:9]=2)[NH:4][N:3]=1. The catalyst class is: 1. (8) Reactant: [CH3:1][O:2][C:3]1[CH:8]=[CH:7][N:6]=[C:5]([NH2:9])[CH:4]=1.C[Si](C)(C)[N-][Si](C)(C)C.[Li+].[C:20](O[C:20]([O:22][C:23]([CH3:26])([CH3:25])[CH3:24])=[O:21])([O:22][C:23]([CH3:26])([CH3:25])[CH3:24])=[O:21].O. Product: [CH3:1][O:2][C:3]1[CH:8]=[CH:7][N:6]=[C:5]([NH:9][C:20](=[O:21])[O:22][C:23]([CH3:26])([CH3:25])[CH3:24])[CH:4]=1. The catalyst class is: 1.